From a dataset of Catalyst prediction with 721,799 reactions and 888 catalyst types from USPTO. Predict which catalyst facilitates the given reaction. (1) Reactant: [CH:1]1([NH:4][C:5]2[CH:13]=[CH:12][C:11]([F:14])=[CH:10][C:6]=2[C:7]([OH:9])=O)[CH2:3][CH2:2]1.CCN=C=NCCCN(C)C.C1C=CC2N(O)N=NC=2C=1.CCN(C(C)C)C(C)C.[CH3:45][C:46]([NH2:50])([C:48]#[CH:49])[CH3:47]. Product: [CH:1]1([NH:4][C:5]2[CH:13]=[CH:12][C:11]([F:14])=[CH:10][C:6]=2[C:7]([NH:50][C:46]([CH3:47])([C:48]#[CH:49])[CH3:45])=[O:9])[CH2:2][CH2:3]1. The catalyst class is: 2. (2) Reactant: Br[CH2:2][C:3]1[CH:12]=[CH:11][C:10]([Cl:13])=[CH:9][C:4]=1[C:5]([O:7]C)=[O:6].[CH:14]1([OH:19])[CH2:18][CH2:17][CH2:16][CH2:15]1.CC(C)([O-])C.[K+].Cl. Product: [Cl:13][C:10]1[CH:11]=[CH:12][C:3]([CH2:2][O:19][CH:14]2[CH2:18][CH2:17][CH2:16][CH2:15]2)=[C:4]([CH:9]=1)[C:5]([OH:7])=[O:6]. The catalyst class is: 7. (3) Reactant: [C:1]([OH:10])(=[O:9])[CH2:2][CH2:3][CH2:4][CH2:5][CH2:6][CH2:7][CH3:8].C(O)C.[OH-].[K+:15]. Product: [CH3:8][CH2:7][CH2:6][CH2:5][CH2:4][CH2:3][CH2:2][C:1]([OH:10])=[O:9].[K+:15]. The catalyst class is: 6. (4) Reactant: [CH3:1][O:2][C:3]1[CH:18]=[C:17]([O:19][CH3:20])[CH:16]=[CH:15][C:4]=1[CH2:5][N:6]1[CH2:11][CH2:10][CH2:9][CH:8]([F:12])[S:7]1(=[O:14])=[O:13].C([Li])CCC.C1C=CC(S(N(S(C2C=CC=CC=2)(=O)=O)[F:36])(=O)=O)=CC=1.[Cl-].[NH4+]. Product: [CH3:1][O:2][C:3]1[CH:18]=[C:17]([O:19][CH3:20])[CH:16]=[CH:15][C:4]=1[CH2:5][N:6]1[CH2:11][CH2:10][CH2:9][C:8]([F:36])([F:12])[S:7]1(=[O:14])=[O:13]. The catalyst class is: 7. (5) Reactant: C([O:4][C:5]1[C:22]([I:23])=[CH:21][C:20]2[C@@H:19]3[C@H:10]([C@H:11]4[C@@:15]([CH2:17][CH2:18]3)([CH3:16])[C:14](=[O:24])[CH2:13][CH2:12]4)[C@@H:9]([O:25][C:26](=[O:28])[CH3:27])[CH2:8][C:7]=2[CH:6]=1)(=O)C.C(=O)(O)[O-].[Na+]. Product: [C:26]([O:25][C@H:9]1[CH2:8][C:7]2[CH:6]=[C:5]([OH:4])[C:22]([I:23])=[CH:21][C:20]=2[C@@H:19]2[C@@H:10]1[C@H:11]1[C@@:15]([CH2:17][CH2:18]2)([CH3:16])[C:14](=[O:24])[CH2:13][CH2:12]1)(=[O:28])[CH3:27]. The catalyst class is: 5. (6) Reactant: [H-].C([Al+]CC(C)C)C(C)C.[CH2:11]1[C:20]2[C:15](=[CH:16][CH:17]=[CH:18][CH:19]=2)[CH2:14][CH2:13][N:12]1[C:21]1[N:22]=[C:23]([C:32]#N)[CH:24]=[C:25]2[C:29]([CH3:30])=[C:28]([CH3:31])[NH:27][C:26]=12.[OH2:34].[OH-].[Na+]. Product: [CH2:11]1[C:20]2[C:15](=[CH:16][CH:17]=[CH:18][CH:19]=2)[CH2:14][CH2:13][N:12]1[C:21]1[N:22]=[C:23]([CH:32]=[O:34])[CH:24]=[C:25]2[C:29]([CH3:30])=[C:28]([CH3:31])[NH:27][C:26]=12. The catalyst class is: 305. (7) Reactant: [CH2:1]([O:8][C:9]([N:11]1[CH2:16][CH2:15][NH:14][CH2:13][CH2:12]1)=[O:10])[C:2]1[CH:7]=[CH:6][CH:5]=[CH:4][CH:3]=1.[C:17]([O-:20])(O)=O.[Na+]. Product: [CH2:1]([O:8][C:9]([N:11]1[CH2:16][CH2:15][N:14]([C:1]([CH:2]2[CH2:7][CH2:17][O:20][CH2:4][CH2:3]2)=[O:8])[CH2:13][CH2:12]1)=[O:10])[C:2]1[CH:7]=[CH:6][CH:5]=[CH:4][CH:3]=1. The catalyst class is: 25. (8) Reactant: Cl[C:2]1[N:7]=[C:6]([CH3:8])[C:5]([CH:9]=[O:10])=[C:4]([CH3:11])[CH:3]=1.[CH3:12][O:13][C:14](=[O:22])[C:15]1[CH:20]=[CH:19][C:18]([OH:21])=[CH:17][CH:16]=1.C([O-])([O-])=O.[K+].[K+]. Product: [CH3:12][O:13][C:14](=[O:22])[C:15]1[CH:20]=[CH:19][C:18]([O:21][C:2]2[CH:3]=[C:4]([CH3:11])[C:5]([CH:9]=[O:10])=[C:6]([CH3:8])[N:7]=2)=[CH:17][CH:16]=1. The catalyst class is: 3. (9) Reactant: O[CH:2]1[O:7][C:6]([CH3:9])([CH3:8])[C:5]2[S:10][C:11](=[S:13])[S:12][C:4]=2[C:3]1=O.[C:15]1([NH2:22])[CH:20]=[CH:19][CH:18]=[CH:17][C:16]=1[NH2:21]. Product: [OH:7][C:6]([C:5]1[S:10][C:11](=[S:13])[S:12][C:4]=1[C:3]1[CH:2]=[N:22][C:15]2[C:16](=[CH:17][CH:18]=[CH:19][CH:20]=2)[N:21]=1)([CH3:9])[CH3:8]. The catalyst class is: 2. (10) Reactant: [Cl:1][C:2]1[CH:28]=[C:27]([O:29][CH2:30][CH2:31][CH2:32][CH2:33][CH3:34])[CH:26]=[CH:25][C:3]=1[CH2:4][N:5]1[C:9]2[CH:10]=[C:11]([O:15][CH2:16][CH2:17][CH2:18][C:19]([O:21]CC)=[O:20])[CH:12]=[C:13]([CH3:14])[C:8]=2[N:7]=[C:6]1[CH3:24].[OH-].[Na+].Cl. Product: [Cl:1][C:2]1[CH:28]=[C:27]([O:29][CH2:30][CH2:31][CH2:32][CH2:33][CH3:34])[CH:26]=[CH:25][C:3]=1[CH2:4][N:5]1[C:9]2[CH:10]=[C:11]([O:15][CH2:16][CH2:17][CH2:18][C:19]([OH:21])=[O:20])[CH:12]=[C:13]([CH3:14])[C:8]=2[N:7]=[C:6]1[CH3:24]. The catalyst class is: 12.